Dataset: Full USPTO retrosynthesis dataset with 1.9M reactions from patents (1976-2016). Task: Predict the reactants needed to synthesize the given product. (1) Given the product [Br:14][CH2:11][C:9]1[CH:8]=[CH:7][C:5]2[N:6]=[C:2]([CH3:1])[O:3][C:4]=2[CH:10]=1, predict the reactants needed to synthesize it. The reactants are: [CH3:1][C:2]1[O:3][C:4]2[CH:10]=[C:9]([CH2:11]O)[CH:8]=[CH:7][C:5]=2[N:6]=1.C(Br)(Br)(Br)[Br:14].C1(P(C2C=CC=CC=2)C2C=CC=CC=2)C=CC=CC=1. (2) Given the product [CH3:1][O:2][C:3](=[O:19])[CH:4]([O:16][CH2:17][CH3:18])[CH2:5][C:6]1[C:11]2[S:12][CH:13]=[CH:14][C:10]=2[C:9]([O:15][CH2:33][CH2:32][C:30]2[N:31]=[C:27]([C:24]3[CH:25]=[CH:26][C:21]([Cl:20])=[CH:22][CH:23]=3)[O:28][C:29]=2[CH3:35])=[CH:8][CH:7]=1, predict the reactants needed to synthesize it. The reactants are: [CH3:1][O:2][C:3](=[O:19])[CH:4]([O:16][CH2:17][CH3:18])[CH2:5][C:6]1[C:11]2[S:12][CH:13]=[CH:14][C:10]=2[C:9]([OH:15])=[CH:8][CH:7]=1.[Cl:20][C:21]1[CH:26]=[CH:25][C:24]([C:27]2[O:28][C:29]([CH3:35])=[C:30]([CH2:32][CH2:33]O)[N:31]=2)=[CH:23][CH:22]=1.ClC1C=CC(C=O)=CC=1.C1(P(C2C=CC=CC=2)C2C=CC=CC=2)C=CC=CC=1.N(C(OCC)=O)=NC(OCC)=O. (3) Given the product [CH2:22]([O:21][C:19]([C:18]1[CH:24]=[CH:25][C:26]([NH:29][C:32]([N:10]2[C:9]3[CH:8]=[CH:7][CH:6]=[CH:5][C:13]=3[NH:12][C:11]2=[O:14])=[O:37])=[CH:16][CH:17]=1)=[O:20])[CH3:23], predict the reactants needed to synthesize it. The reactants are: ClC(O[C:5]1[C:13]2[NH:12][C:11]([OH:14])=[N:10][C:9]=2[CH:8]=[CH:7][CH:6]=1)=O.N[C:16]1[CH:17]=[C:18]([CH:24]=[CH:25][CH:26]=1)[C:19]([O:21][CH2:22][CH3:23])=[O:20].C([N:29]([CH2:32]C)CC)C.C1C[O:37]CC1. (4) Given the product [C:1]([N:4]([S:36]([CH3:35])(=[O:38])=[O:37])[C:5]1[C:6]([C:11]2[CH:29]=[CH:28][C:14]([C:15]([NH:17][C:18]3[CH:19]=[CH:20][C:21]([C:24]([CH3:25])([CH3:27])[CH3:26])=[CH:22][CH:23]=3)=[O:16])=[CH:13][CH:12]=2)=[N:7][CH:8]=[CH:9][CH:10]=1)(=[O:3])[CH3:2], predict the reactants needed to synthesize it. The reactants are: [C:1]([NH:4][C:5]1[C:6]([C:11]2[CH:29]=[CH:28][C:14]([C:15]([NH:17][C:18]3[CH:23]=[CH:22][C:21]([C:24]([CH3:27])([CH3:26])[CH3:25])=[CH:20][CH:19]=3)=[O:16])=[CH:13][CH:12]=2)=[N:7][CH:8]=[CH:9][CH:10]=1)(=[O:3])[CH3:2].[Li]CCCC.[CH3:35][S:36](Cl)(=[O:38])=[O:37]. (5) The reactants are: [CH2:1]([O:3][C:4]([C:6]1[N:7]([CH2:18][C:19]2[C:28]3[C:23](=[CH:24][CH:25]=[CH:26][CH:27]=3)[CH:22]=[CH:21][CH:20]=2)[C:8]2[C:13]([C:14]=1[CH:15]=O)=[CH:12][C:11]([F:17])=[CH:10][CH:9]=2)=[O:5])[CH3:2].[CH3:29][NH2:30]. Given the product [CH2:1]([O:3][C:4]([C:6]1[N:7]([CH2:18][C:19]2[C:28]3[C:23](=[CH:24][CH:25]=[CH:26][CH:27]=3)[CH:22]=[CH:21][CH:20]=2)[C:8]2[C:13]([C:14]=1[CH2:15][NH:30][CH3:29])=[CH:12][C:11]([F:17])=[CH:10][CH:9]=2)=[O:5])[CH3:2], predict the reactants needed to synthesize it. (6) The reactants are: [CH:1](=O)[CH2:2][CH2:3][CH2:4][CH:5]=[O:6].[CH2:8]([C:15](O)=O)[C:9](CC(O)=O)=O.CC([O-])=O.[Na+].Cl.[CH2:24]([NH2:31])[C:25]1[CH:30]=[CH:29][CH:28]=[CH:27][CH:26]=1.C([O-])([O-])=O.[K+].[K+]. Given the product [CH2:24]([N:31]1[CH:3]2[CH2:2][CH2:1][CH2:15][CH:8]1[CH2:9][C:5](=[O:6])[CH2:4]2)[C:25]1[CH:30]=[CH:29][CH:28]=[CH:27][CH:26]=1, predict the reactants needed to synthesize it. (7) Given the product [Cl:24][C:3]1[C:4]([C:8]2[N:12]=[C:11]([C:13]3[CH:18]=[N:17][C:16]([O:19][CH:20]([CH3:22])[CH3:21])=[C:15]([Cl:23])[CH:14]=3)[O:10][N:9]=2)=[CH:5][CH:6]=[CH:7][C:2]=1[CH2:49][CH2:50][C:51]([O:53][CH2:54][CH3:55])=[O:52], predict the reactants needed to synthesize it. The reactants are: Br[C:2]1[C:3]([Cl:24])=[C:4]([C:8]2[N:12]=[C:11]([C:13]3[CH:14]=[C:15]([Cl:23])[C:16]([O:19][CH:20]([CH3:22])[CH3:21])=[N:17][CH:18]=3)[O:10][N:9]=2)[CH:5]=[CH:6][CH:7]=1.CC1C=CC=CC=1P(C1C=CC=CC=1C)C1C=CC=CC=1C.Br[Zn][CH2:49][CH2:50][C:51]([O:53][CH2:54][CH3:55])=[O:52]. (8) Given the product [C:8]([C:7]1[N:6]=[CH:5][C:4]([NH:10][C@H:11]([CH2:15][CH:16]2[CH2:18][CH2:17]2)[C:12]([NH2:14])=[O:13])=[CH:3][C:2]=1[NH:26][C:24]1[S:23][N:22]=[C:21]([CH3:20])[CH:25]=1)#[N:9], predict the reactants needed to synthesize it. The reactants are: Br[C:2]1[CH:3]=[C:4]([NH:10][C@H:11]([CH2:15][CH:16]2[CH2:18][CH2:17]2)[C:12]([NH2:14])=[O:13])[CH:5]=[N:6][C:7]=1[C:8]#[N:9].Cl.[CH3:20][C:21]1[CH:25]=[C:24]([NH2:26])[S:23][N:22]=1.C([O-])([O-])=O.[K+].[K+].CC1(C)C2C(=C(P(C3C=CC=CC=3)C3C=CC=CC=3)C=CC=2)OC2C(P(C3C=CC=CC=3)C3C=CC=CC=3)=CC=CC1=2. (9) Given the product [NH2:32][C:28]1[C:27]2[N:33]=[C:34]([CH2:40][CH2:41][CH3:42])[N:35]([CH2:36][CH:37]([CH3:39])[CH3:38])[C:26]=2[C:25]2[CH:24]=[CH:23][C:22]([O:21][CH2:20][CH2:19][CH2:18][NH:17][S:13]([CH2:12][CH2:11][C:1]3[C:10]4[C:5](=[CH:6][CH:7]=[CH:8][CH:9]=4)[CH:4]=[CH:3][CH:2]=3)(=[O:15])=[O:14])=[CH:31][C:30]=2[N:29]=1, predict the reactants needed to synthesize it. The reactants are: [C:1]1([CH2:11][CH2:12][S:13](Cl)(=[O:15])=[O:14])[C:10]2[C:5](=[CH:6][CH:7]=[CH:8][CH:9]=2)[CH:4]=[CH:3][CH:2]=1.[NH2:17][CH2:18][CH2:19][CH2:20][O:21][C:22]1[CH:23]=[CH:24][C:25]2[C:26]3[N:35]([CH2:36][CH:37]([CH3:39])[CH3:38])[C:34]([CH2:40][CH2:41][CH3:42])=[N:33][C:27]=3[C:28]([NH2:32])=[N:29][C:30]=2[CH:31]=1.C(N(CC)CC)C.C(=O)([O-])[O-].[Na+].[Na+]. (10) Given the product [F:1][C:2]1[CH:7]=[CH:6][CH:5]=[CH:4][C:3]=1[N:8]1[C:12]([CH2:13][O:14][CH3:15])=[C:11]([C:16]2[O:18][N:22]=[C:21]([C:23]3[CH:28]=[CH:27][CH:26]=[CH:25][CH:24]=3)[N:20]=2)[N:10]=[N:9]1, predict the reactants needed to synthesize it. The reactants are: [F:1][C:2]1[CH:7]=[CH:6][CH:5]=[CH:4][C:3]=1[N:8]1[C:12]([CH2:13][O:14][CH3:15])=[C:11]([C:16]([OH:18])=O)[N:10]=[N:9]1.O[N:20]=[C:21]([C:23]1[CH:28]=[CH:27][CH:26]=[CH:25][CH:24]=1)[NH2:22].